Dataset: Antibody developability classification from SAbDab with 2,409 antibodies. Task: Regression/Classification. Given an antibody's heavy chain and light chain sequences, predict its developability. TAP uses regression for 5 developability metrics; SAbDab uses binary classification. (1) The antibody is ['EVQLVESGGGLVQSGGSLRLSCAASGFTFSRNAMNWVRQAPGKGLEWVSTISGSGDSTYYADSVKGRFTISRDNSKNTLYLQVNSLRAEDTAVYYCAKGDYYFDSGSYSFGMDVWGQGTTVTVSS', 'EIVLTQSPGTLSLSPGERATLSCRTSQSVSSSYLAWYQQKPGQAPRLLMYGASSRATGIPDRFSGSGSGTDFTLTISRLEPEDFAVYYCQQYGNSFGQGTRLEIK']. Result: 0 (not developable). (2) The antibody is ['2atk', 'PROT_7E7F8549']. Result: 0 (not developable). (3) The antibody is ['EVKLLESGGGLAQPGGSLKLSCAASGFDFRRYWMTWVRQAPGKGLEWIGEINPDSRTINYMPSLKDKFIISRDNAKNSLYLQLSRLRSEDSALYYCVRLDFDVYNHYYVLDYWGQGTSVTVSS', 'ELVVTQESALTTSPGETVTLTCRSSSGAVTTSNYATWVQEKPDHLFTGLIGGTNKRAPGVPARFSGSLIGDRAALTITGAQTEDEAIYFCALWNSNHLVFGGGTKLEIK']. Result: 0 (not developable). (4) The antibody is ['EVQLVESGGGLVQPGGSLRLSCAASGFTISSNSIHWVRQAPGKGLEWVAWITPSDGNTDYADSVKGRFTISADTSKNTAYLQMNSLRAEDTAVYYCARRVCYNRLGVCAGGMDYWGQGTLVTVSS', 'DIQMTQSPSSLSASVGDRVTITCRASQDVSTAVAWYQQKPGKAPKLLIYSASFLYSGVPSRFSGSGSGTDFTLTISSLQPEDFATYYCQQSRITPPTFGQGTKVEIK']. Result: 0 (not developable). (5) The antibody is ['QVQLVESGGGVVQPGTSLRLSCAASGFTFSSYGMHWVRQAPGKGLEWVAIIWYDGSKKYYADSVKGRFTISRDNSRNTLYLQMNSLRAEDTAVYYCAKVGEGQVGDSSGYYDHWGQGTLVTVSS', 'DIQMTQSPSTLSASVGDRVTITCRASQSISSWLAWYQQKPGKAPKLLIYKASNLESGVPLRFSGSGSGTEFTLTISSLQPDDFATYYCQQYNNYWTFGQGTKVEIK']. Result: 0 (not developable). (6) The antibody is ['EVQLVQSGAEVKKPGATVKISCKASGYTFSDFYMYWVRQAPGKGLEWMGLIDPEDADTMYAEKFRGRVTITADTSTDTGYLELSSLRSEDTAVYYCAADPWELNAFNVWGQGTLVSVSS', 'DIQMTQSPSSVSASVGDRVTITCRASQDISTWLAWYQQKPGKAPKLLIYAASTLQSGVPSRFSGSGSGTDFSLTINSLQPEDFATYYCQQANSFFTFGGGTKVEIK']. Result: 1 (developable). (7) The antibody is ['1zlv', 'AVVMTQSPSTLSASVGDTITITCRASQSIETWLAWYQQKPGKAPKLLIYKASTLKTGVPSRFSGSGSGTEFTLTISGLQFDDFATYHCQHYAGYSATFGQGTRVEIK']. Result: 0 (not developable). (8) The antibody is ['EVKLVESGGGLVQSGGSLRLSCATSGFTFTDYYMSWVRQPPGKALEWLGFIRNKANGYTTEYSPSVKGRFTISRDNSQSILYLQMNTLRAEDSATYYCARDHDGYYERFSYWGQGTLVTVSA', 'PROT_3C89CF21']. Result: 1 (developable).